Task: Predict the reaction yield, written as a fraction of the theoretical maximum amount of product (1.0 means a 100% yield; for example, 0.34 means a 34% yield).. Dataset: Reaction yield outcomes from USPTO patents with 853,638 reactions (1) The reactants are C(NC(C)C)(C)C.[CH3:8][O:9][C:10]1[CH:11]=[CH:12][C:13]([C:17]#[C:18][Si:19]([CH3:22])([CH3:21])[CH3:20])=[C:14]([OH:16])[CH:15]=1.[CH3:23][Si:24]([CH3:31])([CH3:30])[CH2:25][CH2:26][O:27][CH2:28]Cl.Cl. The catalyst is C(Cl)Cl.O. The product is [CH3:8][O:9][C:10]1[CH:11]=[CH:12][C:13]([C:17]#[C:18][Si:19]([CH3:20])([CH3:22])[CH3:21])=[C:14]([O:16][CH2:28][O:27][CH2:26][CH2:25][Si:24]([CH3:31])([CH3:30])[CH3:23])[CH:15]=1. The yield is 0.740. (2) The reactants are CS(O[C:6]([C:12]1[CH:21]=[CH:20][C:19]2[C:14](=[CH:15][CH:16]=[C:17]([Br:22])[CH:18]=2)[N:13]=1)([CH3:11])[C:7]([F:10])([F:9])[F:8])(=O)=O.[CH3:23][Al](C)C. The catalyst is C1CCCCC1. The product is [Br:22][C:17]1[CH:18]=[C:19]2[C:14](=[CH:15][CH:16]=1)[N:13]=[C:12]([C:6]([CH3:23])([CH3:11])[C:7]([F:10])([F:9])[F:8])[CH:21]=[CH:20]2. The yield is 0.800. (3) The reactants are C([O:8][C:9]1[C:18](=[O:19])[N:17]2[C:12]([CH:13]([CH3:20])[O:14][CH2:15][CH2:16]2)=[N:11][C:10]=1[C:21]([O:23][CH2:24][CH3:25])=[O:22])C1C=CC=CC=1.[H][H]. The catalyst is C(OCC)(=O)C.C(O)C.[Pd]. The product is [OH:8][C:9]1[C:18](=[O:19])[N:17]2[C:12]([CH:13]([CH3:20])[O:14][CH2:15][CH2:16]2)=[N:11][C:10]=1[C:21]([O:23][CH2:24][CH3:25])=[O:22]. The yield is 0.950. (4) The reactants are [Br:1][C:2]1[CH:3]=[C:4](I)[C:5]([NH:8][C:9](=[O:11])[CH3:10])=[N:6][CH:7]=1.C(N(CC)CC)C.[CH3:20][Si:21]([C:24]#[CH:25])([CH3:23])[CH3:22]. The catalyst is ClCCl.Cl[Pd-2](Cl)(P(C1C=CC=CC=1)(C1C=CC=CC=1)C1C=CC=CC=1)P(C1C=CC=CC=1)(C1C=CC=CC=1)C1C=CC=CC=1.[Cu]I. The product is [Br:1][C:2]1[CH:3]=[C:4]([C:25]#[C:24][Si:21]([CH3:23])([CH3:22])[CH3:20])[C:5]([NH:8][C:9](=[O:11])[CH3:10])=[N:6][CH:7]=1. The yield is 0.810. (5) The reactants are Br[CH:2]([C:23]1[CH:28]=[CH:27][CH:26]=[CH:25][CH:24]=1)[C:3]([C:5]1[CH:10]=[CH:9][C:8]([C:11]2([NH:15][C:16](=[O:22])[O:17][C:18]([CH3:21])([CH3:20])[CH3:19])[CH2:14][CH2:13][CH2:12]2)=[CH:7][CH:6]=1)=O.[CH2:29]([O:31][C:32]1[N:37]=[N:36][C:35]([NH2:38])=[C:34]([CH3:39])[C:33]=1[CH3:40])[CH3:30].C(N(CC)C(C)C)(C)C. The catalyst is C(#N)CCC. The product is [CH2:29]([O:31][C:32]1[C:33]([CH3:40])=[C:34]([CH3:39])[C:35]2[N:36]([C:2]([C:23]3[CH:24]=[CH:25][CH:26]=[CH:27][CH:28]=3)=[C:3]([C:5]3[CH:10]=[CH:9][C:8]([C:11]4([NH:15][C:16](=[O:22])[O:17][C:18]([CH3:20])([CH3:19])[CH3:21])[CH2:12][CH2:13][CH2:14]4)=[CH:7][CH:6]=3)[N:38]=2)[N:37]=1)[CH3:30]. The yield is 0.700. (6) The reactants are [CH:1]([C:3]1C=C[C:6]([N:9]2[CH2:14][CH2:13][N:12]([C:15]([O:17][C:18]([CH3:21])([CH3:20])[CH3:19])=[O:16])[CH2:11][CH2:10]2)=[CH:5][C:4]=1O)=O.[O:23]=[C:24]([CH2:31][CH3:32])[CH2:25][C:26]([O:28][CH2:29][CH3:30])=[O:27].CC(O)=O.N1CCCCC1. The catalyst is CC#N. The product is [O:27]=[C:26]1[C:25]([C:24](=[O:23])[CH2:31][CH3:32])=[CH:1][C:3]2[C:29](=[CH:30][C:6]([N:9]3[CH2:10][CH2:11][N:12]([C:15]([O:17][C:18]([CH3:21])([CH3:20])[CH3:19])=[O:16])[CH2:13][CH2:14]3)=[CH:5][CH:4]=2)[O:28]1. The yield is 0.950.